This data is from TCR-epitope binding with 47,182 pairs between 192 epitopes and 23,139 TCRs. The task is: Binary Classification. Given a T-cell receptor sequence (or CDR3 region) and an epitope sequence, predict whether binding occurs between them. (1) The epitope is KLSYGIATV. The TCR CDR3 sequence is CASSGSYNEQFF. Result: 1 (the TCR binds to the epitope). (2) The epitope is KLGGALQAK. The TCR CDR3 sequence is CASSALAGGYNEQFF. Result: 1 (the TCR binds to the epitope).